From a dataset of Catalyst prediction with 721,799 reactions and 888 catalyst types from USPTO. Predict which catalyst facilitates the given reaction. (1) Reactant: CN(C(ON1N=NC2C=CC=CC1=2)=[N+](C)C)C.[B-](F)(F)(F)F.[C:23]([SiH2:27][O:28][C:29]([CH3:41])([CH3:40])[C:30]1[CH:31]=[C:32]([CH2:37][CH2:38][NH2:39])[CH:33]=[CH:34][C:35]=1[Cl:36])([CH3:26])([CH3:25])[CH3:24].[F:42][C:43]([F:49])([F:48])[CH2:44][C:45](O)=[O:46].CCN(C(C)C)C(C)C. Product: [C:23]([SiH2:27][O:28][C:29]([CH3:41])([CH3:40])[C:30]1[CH:31]=[C:32]([CH2:37][CH2:38][NH:39][C:45](=[O:46])[CH2:44][C:43]([F:49])([F:48])[F:42])[CH:33]=[CH:34][C:35]=1[Cl:36])([CH3:26])([CH3:25])[CH3:24]. The catalyst class is: 2. (2) Reactant: N1CCCCC1.C([Li])CCC.[CH3:12][O:13][CH2:14][O:15][C:16]1[CH:17]=[CH:18][C:19]([C:22]([F:25])([F:24])[F:23])=[N:20][CH:21]=1.[CH:26](=[O:28])[CH3:27]. Product: [CH3:12][O:13][CH2:14][O:15][C:16]1[C:17]([CH:26]([OH:28])[CH3:27])=[CH:18][C:19]([C:22]([F:25])([F:23])[F:24])=[N:20][CH:21]=1. The catalyst class is: 1.